From a dataset of Forward reaction prediction with 1.9M reactions from USPTO patents (1976-2016). Predict the product of the given reaction. (1) Given the reactants [C:1]([C:4]1[CH:9]=[C:8]([Cl:10])[C:7]([NH:11][C:12]2[C:21]3[CH:20]=[CH:19][NH:18][C:17](=[O:22])[C:16]=3[C:15]3[CH:23]=[C:24]([C:27]4[N:28]=[C:29]([C:32]([OH:35])([CH3:34])[CH3:33])[S:30][CH:31]=4)[CH:25]=[CH:26][C:14]=3[N:13]=2)=[C:6]([Cl:36])[CH:5]=1)(=[O:3])[CH3:2].[CH3:37][Mg]Br, predict the reaction product. The product is: [Cl:36][C:6]1[CH:5]=[C:4]([C:1]([OH:3])([CH3:37])[CH3:2])[CH:9]=[C:8]([Cl:10])[C:7]=1[NH:11][C:12]1[C:21]2[CH:20]=[CH:19][NH:18][C:17](=[O:22])[C:16]=2[C:15]2[CH:23]=[C:24]([C:27]3[N:28]=[C:29]([C:32]([OH:35])([CH3:33])[CH3:34])[S:30][CH:31]=3)[CH:25]=[CH:26][C:14]=2[N:13]=1. (2) Given the reactants [Br:1]N1C(=O)CCC1=O.[CH2:9]([NH:11][C:12]([N:14]1[C:18]([CH3:19])=[CH:17][C:16]([O:20][C:21]2[C:26]([Cl:27])=[CH:25][C:24]([C:28]([F:31])([F:30])[F:29])=[CH:23][N:22]=2)=[N:15]1)=[O:13])[CH3:10].O, predict the reaction product. The product is: [CH2:9]([NH:11][C:12]([N:14]1[C:18]([CH3:19])=[C:17]([Br:1])[C:16]([O:20][C:21]2[C:26]([Cl:27])=[CH:25][C:24]([C:28]([F:29])([F:30])[F:31])=[CH:23][N:22]=2)=[N:15]1)=[O:13])[CH3:10]. (3) Given the reactants [Li]CCCC.C(NC(C)C)(C)C.[Cl:13][C:14]1[CH:19]=[CH:18][C:17]([CH2:20][CH2:21][C:22]([O:24][CH3:25])=[O:23])=[CH:16][CH:15]=1.Br[CH2:27][C:28]([O:30][C:31]([CH3:34])([CH3:33])[CH3:32])=[O:29], predict the reaction product. The product is: [Cl:13][C:14]1[CH:15]=[CH:16][C:17]([CH2:20][CH:21]([CH2:27][C:28]([O:30][C:31]([CH3:34])([CH3:33])[CH3:32])=[O:29])[C:22]([O:24][CH3:25])=[O:23])=[CH:18][CH:19]=1. (4) Given the reactants [Cl:1][CH2:2][C:3]1[N:7]([CH3:8])[N:6]=[C:5]([N:9]2[CH2:13][CH2:12][CH2:11][CH2:10]2)[N:4]=1.[C:14]1([P:20]([C:27]2[CH:32]=[CH:31][CH:30]=[CH:29][CH:28]=2)[C:21]2[CH:26]=[CH:25][CH:24]=[CH:23][CH:22]=2)[CH:19]=[CH:18][CH:17]=[CH:16][CH:15]=1, predict the reaction product. The product is: [Cl-:1].[CH3:8][N:7]1[C:3]([CH2:2][P+:20]([C:21]2[CH:22]=[CH:23][CH:24]=[CH:25][CH:26]=2)([C:27]2[CH:32]=[CH:31][CH:30]=[CH:29][CH:28]=2)[C:14]2[CH:15]=[CH:16][CH:17]=[CH:18][CH:19]=2)=[N:4][C:5]([N:9]2[CH2:13][CH2:12][CH2:11][CH2:10]2)=[N:6]1. (5) Given the reactants O=[C:2]1[CH2:7][CH2:6][N:5]([CH2:8][C:9]2[N:14]=[C:13]([NH:15][C:16]([NH:18][C:19]3[N:20]=[C:21]([C:24]4[CH:29]=[CH:28][N:27]=[CH:26][CH:25]=4)[S:22][CH:23]=3)=[O:17])[CH:12]=[CH:11][CH:10]=2)[CH2:4][CH2:3]1.[CH2:30]([CH2:32][NH2:33])[OH:31], predict the reaction product. The product is: [OH:31][CH2:30][CH2:32][NH:33][CH:2]1[CH2:3][CH2:4][N:5]([CH2:8][C:9]2[N:14]=[C:13]([NH:15][C:16]([NH:18][C:19]3[N:20]=[C:21]([C:24]4[CH:25]=[CH:26][N:27]=[CH:28][CH:29]=4)[S:22][CH:23]=3)=[O:17])[CH:12]=[CH:11][CH:10]=2)[CH2:6][CH2:7]1.